This data is from Reaction yield outcomes from USPTO patents with 853,638 reactions. The task is: Predict the reaction yield, written as a fraction of the theoretical maximum amount of product (1.0 means a 100% yield; for example, 0.34 means a 34% yield). (1) The reactants are [CH3:1][O:2][C:3]1[CH:4]=[C:5]2[C:10](=[CH:11][C:12]=1[O:13][CH3:14])[N:9]=[CH:8][CH:7]=[C:6]2[O:15][C:16]1[CH:21]=[CH:20][C:19]([N:22](C)[C:23](=O)C)=[CH:18][C:17]=1[F:27]. The catalyst is Cl.O. The product is [CH3:1][O:2][C:3]1[CH:4]=[C:5]2[C:10](=[CH:11][C:12]=1[O:13][CH3:14])[N:9]=[CH:8][CH:7]=[C:6]2[O:15][C:16]1[CH:21]=[CH:20][C:19]([NH:22][CH3:23])=[CH:18][C:17]=1[F:27]. The yield is 0.345. (2) No catalyst specified. The reactants are [CH2:1]([C:3]1[S:7][C:6]2[CH:8]=[C:9]([O:12]C)[CH:10]=[CH:11][C:5]=2[CH:4]=1)[CH3:2].B(Br)(Br)Br. The product is [CH2:1]([C:3]1[S:7][C:6]2[CH:8]=[C:9]([OH:12])[CH:10]=[CH:11][C:5]=2[CH:4]=1)[CH3:2]. The yield is 0.820.